From a dataset of Reaction yield outcomes from USPTO patents with 853,638 reactions. Predict the reaction yield, written as a fraction of the theoretical maximum amount of product (1.0 means a 100% yield; for example, 0.34 means a 34% yield). (1) The reactants are CC1(C)C(C)(C)OB([C:9]2[CH2:10][CH2:11][CH2:12][N:13]([C:16]([O:18][C:19]([CH3:22])([CH3:21])[CH3:20])=[O:17])[CH2:14][CH:15]=2)O1.CC1(C)C(C)(C)OB(C2C[CH2:34][N:35](C(OC(C)(C)C)=O)CCC=2)O1.O=C1CCCN(C(OC(C)(C)C)=O)CC1.[CH3:62][S:63]([C:66]1[CH:67]=[C:68]2[C:72](=[C:73](C(F)(F)F)[CH:74]=1)[N:71]([CH2:79][C:80]1[CH:85]=[CH:84][C:83](C3CCN(C(OC(C)(C)C)=O)CC3)=CN=1)[CH:70]=[CH:69]2)(=[O:65])=[O:64].CS(C1C=C2C(=CC=1)N(CC1C=CC(C3C(C)CN(C(OC(C)(C)C)=O)CC=3)=CN=1)C=C2)(=O)=O.BrC1C=CC(CN2C3C(=CC(S(C)(=O)=O)=CC=3)C=C2)=NC=1. No catalyst specified. The product is [CH3:62][S:63]([C:66]1[CH:67]=[C:68]2[C:72](=[CH:73][CH:74]=1)[N:71]([CH2:79][C:80]1[CH:85]=[CH:84][C:83]([CH:9]3[CH2:10][CH2:11][CH2:12][N:13]([C:16]([O:18][C:19]([CH3:20])([CH3:21])[CH3:22])=[O:17])[CH2:14][CH2:15]3)=[N:35][CH:34]=1)[CH:70]=[CH:69]2)(=[O:64])=[O:65]. The yield is 0.380. (2) The reactants are [F:1][C:2]1[CH:3]=[C:4]2[C:8](=[CH:9][CH:10]=1)[N:7]([C:11]1[N:15]([CH3:16])[N:14]=[C:13]([CH3:17])[C:12]=1/[CH:18]=[CH:19]/[C:20]([NH:22][S:23]([C:26]1[CH:31]=[CH:30][C:29]([CH3:32])=[CH:28][C:27]=1[O:33]C)(=[O:25])=[O:24])=[O:21])[CH:6]=[CH:5]2.B(Br)(Br)Br. The catalyst is ClCCl. The product is [F:1][C:2]1[CH:3]=[C:4]2[C:8](=[CH:9][CH:10]=1)[N:7]([C:11]1[N:15]([CH3:16])[N:14]=[C:13]([CH3:17])[C:12]=1/[CH:18]=[CH:19]/[C:20]([NH:22][S:23]([C:26]1[CH:31]=[CH:30][C:29]([CH3:32])=[CH:28][C:27]=1[OH:33])(=[O:25])=[O:24])=[O:21])[CH:6]=[CH:5]2. The yield is 0.720. (3) The reactants are [F:1][C:2]([F:33])([F:32])[O:3][C:4]1[CH:31]=[CH:30][C:7]([CH2:8][N:9]([C:16]2[N:17]=[C:18]3[CH:23]=[C:22]([C:24]([F:27])([F:26])[F:25])[CH:21]=[CH:20][N:19]3[C:28]=2[CH3:29])[S:10]([CH2:13][CH2:14]Br)(=[O:12])=[O:11])=[CH:6][CH:5]=1.[CH2:34]([NH:38][CH2:39][CH:40]([CH3:42])[CH3:41])[CH:35]([CH3:37])[CH3:36]. The catalyst is C(#N)C. The product is [F:1][C:2]([F:33])([F:32])[O:3][C:4]1[CH:31]=[CH:30][C:7]([CH2:8][N:9]([C:16]2[N:17]=[C:18]3[CH:23]=[C:22]([C:24]([F:27])([F:26])[F:25])[CH:21]=[CH:20][N:19]3[C:28]=2[CH3:29])[S:10]([CH2:13][CH2:14][N:38]([CH2:39][CH:40]([CH3:42])[CH3:41])[CH2:34][CH:35]([CH3:37])[CH3:36])(=[O:12])=[O:11])=[CH:6][CH:5]=1. The yield is 0.970. (4) The reactants are [CH2:1]([N:3]([CH2:19][CH3:20])[CH2:4][CH2:5][N:6]1[CH2:11][CH2:10][C:9]2[NH:12][C:13]([CH:16]=O)=[C:14]([CH3:15])[C:8]=2[C:7]1=[O:18])[CH3:2].[F:21][C:22]1[CH:23]=[C:24]2[C:28](=[CH:29][C:30]=1[NH2:31])[NH:27][C:26](=[O:32])[CH2:25]2. No catalyst specified. The product is [NH2:31][C:30]1[CH:29]=[C:28]2[C:24]([C:25](=[CH:16][C:13]3[NH:12][C:9]4[CH2:10][CH2:11][N:6]([CH2:5][CH2:4][N:3]([CH2:19][CH3:20])[CH2:1][CH3:2])[C:7](=[O:18])[C:8]=4[C:14]=3[CH3:15])[C:26](=[O:32])[NH:27]2)=[CH:23][C:22]=1[F:21]. The yield is 0.618. (5) The reactants are [C:1]([C:5]1[CH:9]=[C:8]([NH:10][C:11]([NH:13][C@@H:14]2[C:23]3[C:18](=[CH:19][CH:20]=[CH:21][CH:22]=3)[C@H:17]([O:24][C:25]3[CH:26]=[CH:27][C:28]4[N:29]([C:31]([CH:34]([CH3:36])[CH3:35])=[N:32][N:33]=4)[CH:30]=3)[CH2:16][CH2:15]2)=[O:12])[N:7]([C:37]2[CH:38]=[N:39][N:40]([CH2:42][CH2:43][OH:44])[CH:41]=2)[N:6]=1)([CH3:4])([CH3:3])[CH3:2].[CH3:45][S:46](Cl)(=[O:48])=[O:47].CCN(C(C)C)C(C)C. The catalyst is C(Cl)Cl. The product is [C:1]([C:5]1[CH:9]=[C:8]([NH:10][C:11]([NH:13][C@@H:14]2[C:23]3[C:18](=[CH:19][CH:20]=[CH:21][CH:22]=3)[C@H:17]([O:24][C:25]3[CH:26]=[CH:27][C:28]4[N:29]([C:31]([CH:34]([CH3:36])[CH3:35])=[N:32][N:33]=4)[CH:30]=3)[CH2:16][CH2:15]2)=[O:12])[N:7]([C:37]2[CH:38]=[N:39][N:40]([CH2:42][CH2:43][O:44][S:46]([CH3:45])(=[O:48])=[O:47])[CH:41]=2)[N:6]=1)([CH3:3])([CH3:4])[CH3:2]. The yield is 1.00. (6) The reactants are N(OCC)=O.[N:6]([O-:8])=O.[Na+].S(=O)(=O)(O)O.[CH3:15][C:16](=O)[CH2:17][CH2:18][C:19](=[O:21])[CH3:20]. The catalyst is C(O)C.O.Cl.CCOCC. The product is [CH3:15][C:16]1[O:8][N:6]=[C:18]([C:19](=[O:21])[CH3:20])[CH:17]=1. The yield is 0.690.